Task: Predict the reaction yield, written as a fraction of the theoretical maximum amount of product (1.0 means a 100% yield; for example, 0.34 means a 34% yield).. Dataset: Reaction yield outcomes from USPTO patents with 853,638 reactions The reactants are [CH2:1]([N:7]1[CH2:12][CH:11]2[CH:9]([C:10]2([C:14]2[CH:15]=[C:16]([NH2:20])[CH:17]=[CH:18][CH:19]=2)[CH3:13])[CH2:8]1)[CH2:2][CH2:3][CH2:4][CH2:5][CH3:6].N1C=CC=CC=1.[CH2:27]([S:30](Cl)(=[O:32])=[O:31])[CH2:28][CH3:29]. The catalyst is ClCCl. The product is [CH2:1]([N:7]1[CH2:12][CH:11]2[CH:9]([C:10]2([C:14]2[CH:15]=[C:16]([NH:20][S:30]([CH2:27][CH2:28][CH3:29])(=[O:32])=[O:31])[CH:17]=[CH:18][CH:19]=2)[CH3:13])[CH2:8]1)[CH2:2][CH2:3][CH2:4][CH2:5][CH3:6]. The yield is 0.140.